From a dataset of Forward reaction prediction with 1.9M reactions from USPTO patents (1976-2016). Predict the product of the given reaction. (1) Given the reactants [F:1][C:2]([F:34])([F:33])[C:3]([NH:5][C@@H:6]([CH3:32])[C@H:7]([O:14][C:15]1[CH:16]=[C:17]2[C:21](=[CH:22][CH:23]=1)[N:20]([C:24]1[CH:29]=[CH:28][CH:27]=[C:26]([CH2:30]O)[CH:25]=1)[N:19]=[CH:18]2)[C:8]1[CH:13]=[CH:12][CH:11]=[CH:10][CH:9]=1)=[O:4].C(N(CC)CC)C.CS(Cl)(=O)=O.OS([O-])(=O)=O.[K+].[NH:53]1[CH2:58][CH2:57][O:56][CH2:55][CH2:54]1, predict the reaction product. The product is: [F:33][C:2]([F:1])([F:34])[C:3]([NH:5][C@@H:6]([CH3:32])[C@H:7]([O:14][C:15]1[CH:16]=[C:17]2[C:21](=[CH:22][CH:23]=1)[N:20]([C:24]1[CH:29]=[CH:28][CH:27]=[C:26]([CH2:30][N:53]3[CH2:58][CH2:57][O:56][CH2:55][CH2:54]3)[CH:25]=1)[N:19]=[CH:18]2)[C:8]1[CH:13]=[CH:12][CH:11]=[CH:10][CH:9]=1)=[O:4]. (2) Given the reactants [N:1]1[CH:6]=[CH:5][C:4]([C:7]2[N:11]=[C:10]([CH2:12]OS(C)(=O)=O)[O:9][N:8]=2)=[CH:3][CH:2]=1.C(=O)([O-])[O-].[K+].[K+].[C:24]([O:28][C:29]([N:31]1[CH2:36][CH2:35][NH:34][CH2:33][CH2:32]1)=[O:30])([CH3:27])([CH3:26])[CH3:25], predict the reaction product. The product is: [C:24]([O:28][C:29]([N:31]1[CH2:36][CH2:35][N:34]([CH2:12][C:10]2[O:9][N:8]=[C:7]([C:4]3[CH:3]=[CH:2][N:1]=[CH:6][CH:5]=3)[N:11]=2)[CH2:33][CH2:32]1)=[O:30])([CH3:27])([CH3:25])[CH3:26]. (3) Given the reactants [BH4-].[Na+].[CH2:3]([CH:6]1[CH2:7][CH2:8][C:9]2[S:13][CH:12]=[CH:11][C:10]=2/[C:14]/1=[N:15]\[OH:16])[CH2:4][CH3:5], predict the reaction product. The product is: [OH-:16].[NH4+:15].[CH2:3]([C@@H:6]1[C@H:14]([NH2:15])[C:10]2[CH:11]=[CH:12][S:13][C:9]=2[CH2:8][CH2:7]1)[CH2:4][CH3:5]. (4) Given the reactants [F:1][C:2]1[CH:7]=[C:6]([I:8])[CH:5]=[CH:4][C:3]=1[NH:9][C:10]([NH2:12])=[O:11].[C:13]([CH2:15][C:16](O)=[O:17])#[N:14].CS(Cl)(=O)=O.O, predict the reaction product. The product is: [C:13]([CH2:15][C:16]([NH:12][C:10](=[O:11])[NH:9][C:3]1[CH:4]=[CH:5][C:6]([I:8])=[CH:7][C:2]=1[F:1])=[O:17])#[N:14].